Dataset: Full USPTO retrosynthesis dataset with 1.9M reactions from patents (1976-2016). Task: Predict the reactants needed to synthesize the given product. (1) The reactants are: [C:1]([N:4]1[C:11]2[CH:12]=[C:13]([Cl:16])[CH:14]=[CH:15][C:10]=2[CH:9]=[CH:8][C:7]2[N:17]=[C:18](Cl)[C:19]([F:21])=[CH:20][C:6]=2[CH2:5]1)(=[O:3])[CH3:2].CC1(C)C(C)(C)OB([C:31]2[CH:32]=[CH:33][C:34]([N:37]3[CH2:42][CH2:41][O:40][CH2:39][CH2:38]3)=[N:35][CH:36]=2)O1.C(N1C2C=CC=CC=2C=CC2N=C(C3C=NC(OC)=CC=3)C(F)=CC=2C1)(=O)C. Given the product [C:1]([N:4]1[C:11]2[CH:12]=[C:13]([Cl:16])[CH:14]=[CH:15][C:10]=2[CH:9]=[CH:8][C:7]2[N:17]=[C:18]([C:31]3[CH:36]=[N:35][C:34]([N:37]4[CH2:38][CH2:39][O:40][CH2:41][CH2:42]4)=[CH:33][CH:32]=3)[C:19]([F:21])=[CH:20][C:6]=2[CH2:5]1)(=[O:3])[CH3:2], predict the reactants needed to synthesize it. (2) Given the product [Cl:8][C:9]1[CH:10]=[C:11](/[CH:29]=[CH:30]/[C:31]([OH:33])=[O:32])[CH:12]=[CH:13][C:14]=1[C:15](=[C:23]1[CH2:28][CH2:27][CH2:26][CH2:25][CH2:24]1)[C:16]1[CH:21]=[CH:20][C:19]([OH:22])=[CH:18][CH:17]=1, predict the reactants needed to synthesize it. The reactants are: FC(F)(F)C(O)=O.[Cl:8][C:9]1[CH:10]=[C:11](/[CH:29]=[CH:30]/[C:31]([O:33]C(C)(C)C)=[O:32])[CH:12]=[CH:13][C:14]=1[C:15](=[C:23]1[CH2:28][CH2:27][CH2:26][CH2:25][CH2:24]1)[C:16]1[CH:21]=[CH:20][C:19]([OH:22])=[CH:18][CH:17]=1. (3) Given the product [CH:11]1([CH2:10][C@H:9]([C:14]([N:16]2[CH2:36][CH2:35][CH2:34][C@H:17]2[C:18]([NH:20][CH2:21][C:22]2[CH:27]=[C:26]([F:28])[CH:25]=[CH:24][C:23]=2[N:29]2[CH:33]=[N:32][CH:31]=[N:30]2)=[O:19])=[O:15])[NH2:8])[CH2:13][CH2:12]1, predict the reactants needed to synthesize it. The reactants are: C(OC([NH:8][C@@H:9]([C:14]([N:16]1[CH2:36][CH2:35][CH2:34][C@H:17]1[C:18]([NH:20][CH2:21][C:22]1[CH:27]=[C:26]([F:28])[CH:25]=[CH:24][C:23]=1[N:29]1[CH:33]=[N:32][CH:31]=[N:30]1)=[O:19])=[O:15])[CH2:10][CH:11]1[CH2:13][CH2:12]1)=O)(C)(C)C.Cl.CCOC(C)=O. (4) Given the product [C:1]([O:5][C:6]([N:8]1[CH2:9][CH:10]([NH:12][C:13]2[C:18]([NH2:19])=[CH:17][N:16]=[C:15]3[N:22]([S:25]([C:28]4[CH:33]=[CH:32][CH:31]=[CH:30][CH:29]=4)(=[O:27])=[O:26])[CH:23]=[CH:24][C:14]=23)[CH2:11]1)=[O:7])([CH3:4])([CH3:2])[CH3:3], predict the reactants needed to synthesize it. The reactants are: [C:1]([O:5][C:6]([N:8]1[CH2:11][CH:10]([NH:12][C:13]2[C:18]([N+:19]([O-])=O)=[CH:17][N:16]=[C:15]3[N:22]([S:25]([C:28]4[CH:33]=[CH:32][CH:31]=[CH:30][CH:29]=4)(=[O:27])=[O:26])[CH:23]=[CH:24][C:14]=23)[CH2:9]1)=[O:7])([CH3:4])([CH3:3])[CH3:2]. (5) Given the product [F:19][C:13]1[CH:14]=[C:15]([F:18])[CH:16]=[CH:17][C:12]=1[N:11]1[CH:7]([C:5]2[S:6][C:2]([C:33]3[CH:32]=[CH:31][CH:30]=[C:29]([S:28][CH3:27])[CH:34]=3)=[CH:3][CH:4]=2)[CH2:8][C:9]([C:20]([F:26])([F:25])[C:21]([F:24])([F:23])[F:22])=[N:10]1, predict the reactants needed to synthesize it. The reactants are: Br[C:2]1[S:6][C:5]([CH:7]2[N:11]([C:12]3[CH:17]=[CH:16][C:15]([F:18])=[CH:14][C:13]=3[F:19])[N:10]=[C:9]([C:20]([F:26])([F:25])[C:21]([F:24])([F:23])[F:22])[CH2:8]2)=[CH:4][CH:3]=1.[CH3:27][S:28][C:29]1[CH:30]=[C:31](B(O)O)[CH:32]=[CH:33][CH:34]=1.C(=O)([O-])[O-].[Na+].[Na+].C(O)C.